This data is from Forward reaction prediction with 1.9M reactions from USPTO patents (1976-2016). The task is: Predict the product of the given reaction. Given the reactants [N:1]12[CH2:9][CH2:8][CH:5]([CH2:6][CH2:7]1)[N:4]([C:10]([O:12][C:13]1[CH:18]=[CH:17][C:16]([Br:19])=[CH:15][CH:14]=1)=[O:11])[CH2:3][CH2:2]2.[C:20]([OH:27])(=[O:26])/[CH:21]=[CH:22]/[C:23]([OH:25])=[O:24], predict the reaction product. The product is: [C:20]([OH:27])(=[O:26])/[CH:21]=[CH:22]/[C:23]([OH:25])=[O:24].[N:1]12[CH2:7][CH2:6][CH:5]([CH2:8][CH2:9]1)[N:4]([C:10]([O:12][C:13]1[CH:18]=[CH:17][C:16]([Br:19])=[CH:15][CH:14]=1)=[O:11])[CH2:3][CH2:2]2.